Dataset: NCI-60 drug combinations with 297,098 pairs across 59 cell lines. Task: Regression. Given two drug SMILES strings and cell line genomic features, predict the synergy score measuring deviation from expected non-interaction effect. (1) Drug 1: C1=NC(=NC(=O)N1C2C(C(C(O2)CO)O)O)N. Drug 2: C1=CC=C(C(=C1)C(C2=CC=C(C=C2)Cl)C(Cl)Cl)Cl. Cell line: MCF7. Synergy scores: CSS=1.09, Synergy_ZIP=-0.0504, Synergy_Bliss=3.20, Synergy_Loewe=-0.119, Synergy_HSA=1.57. (2) Synergy scores: CSS=5.45, Synergy_ZIP=-0.826, Synergy_Bliss=2.88, Synergy_Loewe=2.46, Synergy_HSA=2.44. Drug 1: C1CC(=O)NC(=O)C1N2CC3=C(C2=O)C=CC=C3N. Cell line: MDA-MB-231. Drug 2: C#CCC(CC1=CN=C2C(=N1)C(=NC(=N2)N)N)C3=CC=C(C=C3)C(=O)NC(CCC(=O)O)C(=O)O. (3) Drug 1: C1=CC(=C2C(=C1NCCNCCO)C(=O)C3=C(C=CC(=C3C2=O)O)O)NCCNCCO. Drug 2: CCCCCOC(=O)NC1=NC(=O)N(C=C1F)C2C(C(C(O2)C)O)O. Cell line: LOX IMVI. Synergy scores: CSS=25.5, Synergy_ZIP=-4.13, Synergy_Bliss=-6.97, Synergy_Loewe=-36.3, Synergy_HSA=-4.77. (4) Drug 1: C1=NC2=C(N=C(N=C2N1C3C(C(C(O3)CO)O)O)F)N. Drug 2: C1CC(=O)NC(=O)C1N2C(=O)C3=CC=CC=C3C2=O. Cell line: MALME-3M. Synergy scores: CSS=-0.713, Synergy_ZIP=0.257, Synergy_Bliss=0.0651, Synergy_Loewe=-1.95, Synergy_HSA=-2.04. (5) Drug 1: CC12CCC3C(C1CCC2O)C(CC4=C3C=CC(=C4)O)CCCCCCCCCS(=O)CCCC(C(F)(F)F)(F)F. Drug 2: CCC1(C2=C(COC1=O)C(=O)N3CC4=CC5=C(C=CC(=C5CN(C)C)O)N=C4C3=C2)O.Cl. Cell line: IGROV1. Synergy scores: CSS=20.9, Synergy_ZIP=-0.628, Synergy_Bliss=-0.636, Synergy_Loewe=-38.0, Synergy_HSA=-2.57. (6) Drug 1: CCC1=C2CN3C(=CC4=C(C3=O)COC(=O)C4(CC)O)C2=NC5=C1C=C(C=C5)O. Drug 2: CC(C)CN1C=NC2=C1C3=CC=CC=C3N=C2N. Cell line: CCRF-CEM. Synergy scores: CSS=74.0, Synergy_ZIP=14.3, Synergy_Bliss=12.1, Synergy_Loewe=-24.4, Synergy_HSA=12.8. (7) Drug 1: CC1=C(C(CCC1)(C)C)C=CC(=CC=CC(=CC(=O)O)C)C. Drug 2: C1=CC=C(C=C1)NC(=O)CCCCCCC(=O)NO. Cell line: MALME-3M. Synergy scores: CSS=20.8, Synergy_ZIP=-6.40, Synergy_Bliss=-2.35, Synergy_Loewe=1.50, Synergy_HSA=2.40. (8) Drug 1: CN(CC1=CN=C2C(=N1)C(=NC(=N2)N)N)C3=CC=C(C=C3)C(=O)NC(CCC(=O)O)C(=O)O. Drug 2: C1C(C(OC1N2C=NC3=C2NC=NCC3O)CO)O. Cell line: UACC62. Synergy scores: CSS=30.0, Synergy_ZIP=-1.58, Synergy_Bliss=-1.68, Synergy_Loewe=-34.7, Synergy_HSA=-1.96.